From a dataset of Reaction yield outcomes from USPTO patents with 853,638 reactions. Predict the reaction yield, written as a fraction of the theoretical maximum amount of product (1.0 means a 100% yield; for example, 0.34 means a 34% yield). (1) The reactants are C[O:2][C:3]([C:5]1[CH:21]=[CH:20][C:8]2[N:9]([CH2:12][CH2:13][O:14][CH2:15][S:16]([CH3:19])(=[O:18])=[O:17])[CH:10]=[N:11][C:7]=2[CH:6]=1)=[O:4].[Li+].[OH-].Cl. The catalyst is C1COCC1.O. The product is [CH3:19][S:16]([CH2:15][O:14][CH2:13][CH2:12][N:9]1[C:8]2[CH:20]=[CH:21][C:5]([C:3]([OH:4])=[O:2])=[CH:6][C:7]=2[N:11]=[CH:10]1)(=[O:17])=[O:18]. The yield is 0.840. (2) The reactants are [OH-:1].[Na+:2].CO.[CH:5]1[N:9]=[CH:8][N:7]([CH2:10][C:11]([P:17]([OH:20])([OH:19])=[O:18])([P:13]([OH:16])([OH:15])=[O:14])[OH:12])[CH:6]=1. The catalyst is O. The product is [CH:5]1[N:9]=[CH:8][N:7]([CH2:10][C:11]([P:13]([O-:16])([OH:15])=[O:14])([P:17]([O-:19])([OH:20])=[O:18])[OH:12])[CH:6]=1.[OH2:1].[OH2:12].[OH2:12].[OH2:12].[Na+:2].[Na+:2]. The yield is 0.990. (3) The reactants are [C:1]1([C@@H:7]2[CH2:9][C@H:8]2[NH:10][CH2:11][C@H:12]2[CH2:17][CH2:16][C@H:15]([C:18]([O:20]C)=[O:19])[CH2:14][CH2:13]2)[CH:6]=[CH:5][CH:4]=[CH:3][CH:2]=1.[OH-].[Na+]. The catalyst is CO. The product is [C:1]1([C@@H:7]2[CH2:9][C@H:8]2[NH:10][CH2:11][C@H:12]2[CH2:17][CH2:16][C@H:15]([C:18]([OH:20])=[O:19])[CH2:14][CH2:13]2)[CH:2]=[CH:3][CH:4]=[CH:5][CH:6]=1. The yield is 0.296. (4) The reactants are O[B:2]1[CH2:7][CH:6]=[CH:5][CH:4]([CH2:8][C:9]([O:11][C:12]([CH3:15])([CH3:14])[CH3:13])=[O:10])[O:3]1.C[C@@:17]1([OH:27])[C@H:22]([OH:23])[CH2:21][C@@H:20]2[CH2:24][C@H:18]1[C:19]2([CH3:26])[CH3:25].[CH2:28]1COCC1. No catalyst specified. The product is [OH:3][CH:4](/[CH:5]=[CH:6]\[CH2:7][B:2]1[O:23][C@:22]2([CH3:28])[C@@H:17]([C@@H:18]3[CH2:24][C@H:20]([CH2:21]2)[C:19]3([CH3:25])[CH3:26])[O:27]1)[CH2:8][C:9]([O:11][C:12]([CH3:15])([CH3:14])[CH3:13])=[O:10]. The yield is 0.599. (5) The reactants are [F:1][C:2]([F:15])([F:14])[C:3]1[CH:11]=[C:10]2[C:6]([C:7]([CH:12]=[O:13])=[CH:8][NH:9]2)=[CH:5][CH:4]=1.[H-].[Na+].[CH3:18][O:19][C:20]1[CH:25]=[CH:24][C:23]([S:26](Cl)(=[O:28])=[O:27])=[CH:22][C:21]=1[N:30]1[CH2:35][CH2:34][N:33]([C:36](=[O:41])[C:37]([Cl:40])([Cl:39])[Cl:38])[CH2:32][CH2:31]1. The catalyst is C1COCC1. The product is [CH3:18][O:19][C:20]1[CH:25]=[CH:24][C:23]([S:26]([N:9]2[C:10]3[C:6](=[CH:5][CH:4]=[C:3]([C:2]([F:14])([F:1])[F:15])[CH:11]=3)[C:7]([CH:12]=[O:13])=[CH:8]2)(=[O:27])=[O:28])=[CH:22][C:21]=1[N:30]1[CH2:35][CH2:34][N:33]([C:36](=[O:41])[C:37]([Cl:40])([Cl:39])[Cl:38])[CH2:32][CH2:31]1. The yield is 0.838. (6) The product is [CH3:13][S:12][C:4]1[CH:5]=[C:6]([S:8]([NH2:11])(=[O:10])=[O:9])[S:7][CH:3]=1. The reactants are C[Si](C)(C)[C:3]1[S:7][C:6]([S:8]([NH2:11])(=[O:10])=[O:9])=[CH:5][C:4]=1[S:12][CH3:13].[F-].C([N+](CCCC)(CCCC)CCCC)CCC. The catalyst is C1COCC1. The yield is 0.820. (7) The reactants are [CH3:1][O:2][C:3]([NH:5][C@H:6]([C:10]([N:12]1[CH2:16][CH2:15][CH2:14][C@H:13]1[C:17]1[NH:18][C:19]2[CH:29]=[CH:28][C:27]3[C:22](=[CH:23][CH:24]=[C:25]4[C:37]5[CH:36]=[CH:35][C:34]([C:38]6[NH:42][C:41]([C@H:43]7[CH2:47][CH2:46][CH2:45][N:44]7C(OC(C)(C)C)=O)=[N:40][CH:39]=6)=[CH:33][C:32]=5[CH2:31][O:30][C:26]4=3)[C:20]=2[N:21]=1)=[O:11])[CH:7]([CH3:9])[CH3:8])=[O:4].Cl.[CH3:56][O:57][C:58]([NH:60][C@@H:61]([CH:65]([CH3:67])[CH3:66])[C:62](O)=[O:63])=[O:59].CN(C(ON1N=NC2C=CC=NC1=2)=[N+](C)C)C.F[P-](F)(F)(F)(F)F.C(N(C(C)C)CC)(C)C. The catalyst is CN(C)C=O.C(#N)C.CO.[OH-].[Na+].C(OCC)(=O)C.C(O)C. The product is [CH3:1][O:2][C:3]([NH:5][C@@H:6]([CH:7]([CH3:9])[CH3:8])[C:10]([N:12]1[CH2:16][CH2:15][CH2:14][C@H:13]1[C:17]1[NH:18][C:19]2[CH:29]=[CH:28][C:27]3[C:22](=[CH:23][CH:24]=[C:25]4[C:37]5[CH:36]=[CH:35][C:34]([C:38]6[NH:42][C:41]([C@H:43]7[CH2:47][CH2:46][CH2:45][N:44]7[C:62](=[O:63])[C@@H:61]([NH:60][C:58](=[O:59])[O:57][CH3:56])[CH:65]([CH3:67])[CH3:66])=[N:40][CH:39]=6)=[CH:33][C:32]=5[CH2:31][O:30][C:26]4=3)[C:20]=2[N:21]=1)=[O:11])=[O:4]. The yield is 0.670.